Task: Predict the reaction yield, written as a fraction of the theoretical maximum amount of product (1.0 means a 100% yield; for example, 0.34 means a 34% yield).. Dataset: Reaction yield outcomes from USPTO patents with 853,638 reactions (1) The reactants are [CH2:1]([N:5]1[C:14](=[O:15])[C:13]2[NH:12][CH:11]=[N:10][C:9]=2[N:8]([CH2:16][CH2:17][CH2:18][CH3:19])[C:6]1=[O:7])[CH2:2][CH2:3][CH3:4].C([O-])([O-])=O.[K+].[K+].[CH2:26](Br)[CH:27]=[CH2:28]. The catalyst is CN(C=O)C. The product is [CH2:1]([N:5]1[C:14](=[O:15])[C:13]2[N:12]([CH2:28][CH:27]=[CH2:26])[CH:11]=[N:10][C:9]=2[N:8]([CH2:16][CH2:17][CH2:18][CH3:19])[C:6]1=[O:7])[CH2:2][CH2:3][CH3:4]. The yield is 1.06. (2) The reactants are C([O:3][C:4]([C:6]1[C:10]([CH3:11])=[CH:9][NH:8][C:7]=1[CH2:12][CH2:13][NH:14][CH2:15][CH2:16][NH:17][CH2:18][CH3:19])=O)C.O.[OH-].[Li+]. The catalyst is C(O)(=O)C(O)=O. The product is [CH2:18]([NH:17][CH2:16][CH2:15][N:14]1[CH2:13][CH2:12][C:7]2[NH:8][CH:9]=[C:10]([CH3:11])[C:6]=2[C:4]1=[O:3])[CH3:19]. The yield is 0.302. (3) The reactants are [F:1][C:2]1[CH:3]=[CH:4][C:5]([CH2:8][CH2:9][N:10]2[CH2:15][CH2:14][N:13]([C:16]3[CH:21]=[CH:20][C:19]4[C:22]5[CH2:23][NH:24][CH2:25][CH2:26][CH2:27][C:28]=5[O:29][C:18]=4[CH:17]=3)[C:12](=[O:30])[CH2:11]2)=[N:6][CH:7]=1.[ClH:31].CCOCC. The catalyst is CO. The product is [ClH:31].[F:1][C:2]1[CH:3]=[CH:4][C:5]([CH2:8][CH2:9][N:10]2[CH2:15][CH2:14][N:13]([C:16]3[CH:21]=[CH:20][C:19]4[C:22]5[CH2:23][NH:24][CH2:25][CH2:26][CH2:27][C:28]=5[O:29][C:18]=4[CH:17]=3)[C:12](=[O:30])[CH2:11]2)=[N:6][CH:7]=1. The yield is 0.970.